From a dataset of Reaction yield outcomes from USPTO patents with 853,638 reactions. Predict the reaction yield, written as a fraction of the theoretical maximum amount of product (1.0 means a 100% yield; for example, 0.34 means a 34% yield). (1) The reactants are [C:1]([O:5][C:6](=[O:27])[C@H:7]([CH2:19][C:20]1[CH:25]=[CH:24][C:23]([OH:26])=[CH:22][CH:21]=1)[NH:8][C:9]1[C:13](OCC)=[N:12][S:11](=[O:18])(=[O:17])[N:10]=1)([CH3:4])([CH3:3])[CH3:2].C([O-])=O.[CH3:31][C:32]1[CH:33]=[C:34]([NH:38][C:39]([NH:41][CH2:42][CH2:43][NH2:44])=[O:40])[CH:35]=[CH:36][CH:37]=1.C(N(CC)CC)C. The catalyst is C(O)C. The product is [C:1]([O:5][C:6](=[O:27])[C@H:7]([CH2:19][C:20]1[CH:25]=[CH:24][C:23]([OH:26])=[CH:22][CH:21]=1)[NH:8][C:9]1[C:13]([NH:44][CH2:43][CH2:42][NH:41][C:39]([NH:38][C:34]2[CH:35]=[CH:36][CH:37]=[C:32]([CH3:31])[CH:33]=2)=[O:40])=[N:12][S:11](=[O:17])(=[O:18])[N:10]=1)([CH3:3])([CH3:4])[CH3:2]. The yield is 0.910. (2) The reactants are [F:1][C:2]([F:21])([F:20])[C:3]1[CH:8]=[CH:7][CH:6]=[CH:5][C:4]=1[C:9]1[C:14]2[CH2:15][CH:16]([CH2:18][NH2:19])[O:17][C:13]=2[CH:12]=[CH:11][CH:10]=1.C(N(C(C)C)CC)(C)C.Cl[C:32]([O:34][CH2:35][C:36]1[CH:41]=[CH:40][CH:39]=[CH:38][CH:37]=1)=[O:33].C(OC(=O)NCC1CC2C=CC=C(C3CCCC3)C=2O1)C1C=CC=CC=1. No catalyst specified. The product is [CH2:35]([O:34][C:32](=[O:33])[NH:19][CH2:18][CH:16]1[CH2:15][C:14]2[C:9]([C:4]3[CH:5]=[CH:6][CH:7]=[CH:8][C:3]=3[C:2]([F:20])([F:1])[F:21])=[CH:10][CH:11]=[CH:12][C:13]=2[O:17]1)[C:36]1[CH:41]=[CH:40][CH:39]=[CH:38][CH:37]=1. The yield is 0.910. (3) The reactants are [Li+].[OH-].C([O:6][C@@H:7]1[CH2:31][CH2:30][C@@:29]2([CH3:32])[C@H:9]([CH2:10][CH2:11][C@@H:12]3[C@@H:28]2[CH2:27][C@H:26]([OH:33])[C@@:25]2([CH3:34])[C@H:13]3[CH2:14][CH2:15][C@@H:16]2[C@H:17]([CH3:24])[CH2:18][CH2:19][C:20]([O:22]C)=[O:21])[CH2:8]1)(=O)C. The catalyst is O.C1COCC1.CO. The product is [CH3:24][C@@H:17]([C@@H:16]1[C@@:25]2([CH3:34])[C@@H:26]([OH:33])[CH2:27][C@@H:28]3[C@@:29]4([CH3:32])[CH2:30][CH2:31][C@@H:7]([OH:6])[CH2:8][C@H:9]4[CH2:10][CH2:11][C@H:12]3[C@@H:13]2[CH2:14][CH2:15]1)[CH2:18][CH2:19][C:20]([OH:22])=[O:21]. The yield is 0.910. (4) The reactants are [CH2:1]([O:8][C:9]1[CH:10]=[C:11]([CH:41]=[CH:42][CH:43]=1)[CH2:12][O:13][C:14]1[C:19]2[CH:20]=[C:21]([C:23]3[N:24]=[C:25]4[N:29]([CH:30]=3)[N:28]=[C:27]([O:31][CH3:32])[S:26]4)[O:22][C:18]=2[CH:17]=[C:16]([O:33][Si](C(C)(C)C)(C)C)[CH:15]=1)[C:2]1[CH:7]=[CH:6][CH:5]=[CH:4][CH:3]=1.C(O)(=O)C.[F-].C([N+](CCCC)(CCCC)CCCC)CCC. The catalyst is C1COCC1. The product is [CH2:1]([O:8][C:9]1[CH:10]=[C:11]([CH:41]=[CH:42][CH:43]=1)[CH2:12][O:13][C:14]1[C:19]2[CH:20]=[C:21]([C:23]3[N:24]=[C:25]4[N:29]([CH:30]=3)[N:28]=[C:27]([O:31][CH3:32])[S:26]4)[O:22][C:18]=2[CH:17]=[C:16]([OH:33])[CH:15]=1)[C:2]1[CH:3]=[CH:4][CH:5]=[CH:6][CH:7]=1. The yield is 0.210. (5) The reactants are [NH2:1][C:2]1[CH:7]=[CH:6][C:5]([O:8][C:9]2[C:18]3[C:13](=[CH:14][C:15]([O:21][CH3:22])=[C:16]([O:19][CH3:20])[CH:17]=3)[N:12]=[CH:11][CH:10]=2)=[CH:4][C:3]=1[CH2:23][OH:24].Cl[C:26](Cl)([O:28]C(=O)OC(Cl)(Cl)Cl)Cl.O. The catalyst is C(N(CC)CC)C.C1(C)C=CC=CC=1. The product is [CH3:20][O:19][C:16]1[CH:17]=[C:18]2[C:13](=[CH:14][C:15]=1[O:21][CH3:22])[N:12]=[CH:11][CH:10]=[C:9]2[O:8][C:5]1[CH:6]=[CH:7][C:2]2[NH:1][C:26](=[O:28])[O:24][CH2:23][C:3]=2[CH:4]=1. The yield is 0.390. (6) The catalyst is O.C([O-])(=O)C.[Pd+2].C([O-])(=O)C.O1CCCC1. The yield is 0.590. The reactants are Br[C:2]1[CH:3]=[C:4]([C:8]2[C:12]([CH2:13][N:14]3[CH2:18][CH:17]4[CH2:19][N:20]([C:22]([O:24][C:25]([CH3:28])([CH3:27])[CH3:26])=[O:23])[CH2:21][CH:16]4[CH2:15]3)=[CH:11][N:10]([CH2:29][CH3:30])[N:9]=2)[CH:5]=[CH:6][CH:7]=1.[NH:31]1[CH2:36][CH2:35][CH2:34][CH2:33][CH2:32]1.C1(P(C2CCCCC2)C2C=CC=CC=2C2C(OC(C)C)=CC=CC=2OC(C)C)CCCCC1.CC(C)([O-])C.[Na+]. The product is [CH2:29]([N:10]1[CH:11]=[C:12]([CH2:13][N:14]2[CH2:18][CH:17]3[CH2:19][N:20]([C:22]([O:24][C:25]([CH3:28])([CH3:27])[CH3:26])=[O:23])[CH2:21][CH:16]3[CH2:15]2)[C:8]([C:4]2[CH:5]=[CH:6][CH:7]=[C:2]([N:31]3[CH2:36][CH2:35][CH2:34][CH2:33][CH2:32]3)[CH:3]=2)=[N:9]1)[CH3:30].